From a dataset of Full USPTO retrosynthesis dataset with 1.9M reactions from patents (1976-2016). Predict the reactants needed to synthesize the given product. (1) Given the product [CH2:20]([O:19][C:17]([N:15]1[CH2:16][C:11]2[C:10]([N:22]3[CH2:27][CH2:26][O:25][CH2:24][C@@H:23]3[CH3:28])=[N:9][C:8]([C:5]3[CH:6]=[CH:7][C:2]([NH:1][C:33]([NH:32][CH2:30][CH3:31])=[O:34])=[C:3]([F:29])[CH:4]=3)=[N:13][C:12]=2[CH2:14]1)=[O:18])[CH3:21], predict the reactants needed to synthesize it. The reactants are: [NH2:1][C:2]1[CH:7]=[CH:6][C:5]([C:8]2[N:9]=[C:10]([N:22]3[CH2:27][CH2:26][O:25][CH2:24][C@@H:23]3[CH3:28])[C:11]3[CH2:16][N:15]([C:17]([O:19][CH2:20][CH3:21])=[O:18])[CH2:14][C:12]=3[N:13]=2)=[CH:4][C:3]=1[F:29].[CH2:30]([N:32]=[C:33]=[O:34])[CH3:31]. (2) Given the product [F:47][C:42]1[CH:43]=[CH:44][CH:45]=[CH:46][C:41]=1[CH:40]=[C:37]1[C:38](=[O:39])[C:33](=[CH:32][C:31]2[CH:48]=[CH:49][CH:50]=[CH:51][C:30]=2[F:29])[CH2:34][N:35]([C:16]([CH:15]([CH:1]=[CH:2][CH2:3][CH2:4][CH2:5][CH2:6][CH2:7][CH2:8][CH2:9][CH2:10][CH2:11][CH2:12][CH2:13][CH3:14])[CH2:20][C:19]([OH:18])=[O:21])=[O:17])[CH2:36]1, predict the reactants needed to synthesize it. The reactants are: [CH:1]([CH:15]1[CH2:20][C:19](=[O:21])[O:18][C:16]1=[O:17])=[CH:2][CH2:3][CH2:4][CH2:5][CH2:6][CH2:7][CH2:8][CH2:9][CH2:10][CH2:11][CH2:12][CH2:13][CH3:14].C(N(CC)CC)C.[F:29][C:30]1[CH:51]=[CH:50][CH:49]=[CH:48][C:31]=1[CH:32]=[C:33]1[C:38](=[O:39])[C:37](=[CH:40][C:41]2[CH:46]=[CH:45][CH:44]=[CH:43][C:42]=2[F:47])[CH2:36][NH:35][CH2:34]1.CO.